From a dataset of Forward reaction prediction with 1.9M reactions from USPTO patents (1976-2016). Predict the product of the given reaction. (1) Given the reactants Br[C:2]1[CH:7]=[CH:6][C:5]([CH2:8][O:9][CH2:10][C:11]([F:16])([F:15])[CH2:12][O:13][CH3:14])=[CH:4][CH:3]=1.[C:17]([NH:20][CH2:21][CH2:22][C:23]1[CH:28]=[CH:27][CH:26]=[CH:25][C:24]=1[C:29]1[CH:34]=[CH:33][C:32]([CH:35]2[C:40](=[O:41])[CH2:39][CH2:38][N:37]([C:42]([O:44][C:45]([CH3:48])([CH3:47])[CH3:46])=[O:43])[CH2:36]2)=[C:31]([CH3:49])[CH:30]=1)(=[O:19])[CH3:18], predict the reaction product. The product is: [C:17]([NH:20][CH2:21][CH2:22][C:23]1[CH:28]=[CH:27][CH:26]=[CH:25][C:24]=1[C:29]1[CH:34]=[CH:33][C:32]([C@@H:35]2[C@:40]([C:2]3[CH:7]=[CH:6][C:5]([CH2:8][O:9][CH2:10][C:11]([F:16])([F:15])[CH2:12][O:13][CH3:14])=[CH:4][CH:3]=3)([OH:41])[CH2:39][CH2:38][N:37]([C:42]([O:44][C:45]([CH3:48])([CH3:47])[CH3:46])=[O:43])[CH2:36]2)=[C:31]([CH3:49])[CH:30]=1)(=[O:19])[CH3:18]. (2) Given the reactants [NH2:1][C:2](=C)/[CH:3]=[CH:4]/[C:5](/[NH:8][C:9]1[C:18]2[CH2:17][N:16]([CH2:19][C:20]3[CH:25]=[CH:24][C:23]([O:26][CH3:27])=[CH:22][CH:21]=3)[C:15](=[O:28])[NH:14][C:13]=2[N:12]=[CH:11][CH:10]=1)=[CH:6]/[CH3:7].[F:30][C:31]1[CH:36]=[CH:35][C:34]([N:37]=[C:38]=[O:39])=[C:33]([C:40]([F:43])([F:42])[F:41])[CH:32]=1, predict the reaction product. The product is: [F:30][C:31]1[CH:36]=[CH:35][C:34]([NH:37][C:38]([NH:1][C:2]2[CH:7]=[CH:6][C:5]([NH:8][C:9]3[C:18]4[CH2:17][N:16]([CH2:19][C:20]5[CH:25]=[CH:24][C:23]([O:26][CH3:27])=[CH:22][CH:21]=5)[C:15](=[O:28])[NH:14][C:13]=4[N:12]=[CH:11][CH:10]=3)=[CH:4][CH:3]=2)=[O:39])=[C:33]([C:40]([F:41])([F:42])[F:43])[CH:32]=1. (3) Given the reactants FC(F)(F)C([O-])=[O:4].[NH2:8][C:9]([C:11]1[C:19]2[C:15](=[CH:16][N:17]([C:20]3[CH:35]=[CH:34][C:23]([C:24]([NH:26]CC4C=C[NH+]=CC=4)=O)=[CH:22][CH:21]=3)[N:18]=2)[CH:14]=[CH:13][CH:12]=1)=[O:10].C(C1C=CC(N2C=C3C(C(C(N)=O)=CC=C3)=N2)=CC=1)=O.Cl.NO.CCN(CC)CC, predict the reaction product. The product is: [OH:4][N:26]=[CH:24][C:23]1[CH:34]=[CH:35][C:20]([N:17]2[CH:16]=[C:15]3[C:19]([C:11]([C:9]([NH2:8])=[O:10])=[CH:12][CH:13]=[CH:14]3)=[N:18]2)=[CH:21][CH:22]=1. (4) Given the reactants C(OC(=O)[NH:5][CH2:6][C@@H:7]1[CH2:11][CH2:10][N:9]([CH2:12][CH2:13][C:14]2[C:23]3[C:18](=[CH:19][CH:20]=[C:21]([O:24][CH3:25])[N:22]=3)[N:17]=[CH:16][CH:15]=2)[CH2:8]1)C.C(=O)([O-])[O-].[K+].[K+], predict the reaction product. The product is: [CH3:25][O:24][C:21]1[N:22]=[C:23]2[C:18](=[CH:19][CH:20]=1)[N:17]=[CH:16][CH:15]=[C:14]2[CH2:13][CH2:12][N:9]1[CH2:10][CH2:11][C@@H:7]([CH2:6][NH2:5])[CH2:8]1. (5) The product is: [CH3:1][C:2]1[CH:7]=[CH:6][CH:5]=[C:4]([CH3:8])[C:3]=1[NH:9][C:10]([CH2:12][N:14]1[CH2:19][CH2:18][NH:17][CH2:16][CH2:15]1)=[O:11]. Given the reactants [CH3:1][C:2]1[CH:7]=[CH:6][CH:5]=[C:4]([CH3:8])[C:3]=1[NH:9][C:10]([CH2:12]Cl)=[O:11].[NH:14]1[CH2:19][CH2:18][NH:17][CH2:16][CH2:15]1, predict the reaction product. (6) Given the reactants [C:1]1([Li])[CH:6]=[CH:5][CH:4]=[CH:3][CH:2]=1.[C:8]1([CH:14]2[CH2:19][CH2:18][C:17](=[O:20])[CH:16]=[CH:15]2)[CH:13]=[CH:12][CH:11]=[CH:10][CH:9]=1.B(F)(F)F.CCOCC, predict the reaction product. The product is: [C:1]1([C@H:19]2[C@H:14]([C:8]3[CH:13]=[CH:12][CH:11]=[CH:10][CH:9]=3)[CH2:15][CH2:16][C:17](=[O:20])[CH2:18]2)[CH:6]=[CH:5][CH:4]=[CH:3][CH:2]=1.